From a dataset of Full USPTO retrosynthesis dataset with 1.9M reactions from patents (1976-2016). Predict the reactants needed to synthesize the given product. (1) Given the product [CH:14]([O:1][C:2]1[N:9]=[C:8]([CH3:10])[CH:7]=[CH:6][C:3]=1[C:4]#[N:5])([CH3:16])[CH3:15], predict the reactants needed to synthesize it. The reactants are: [OH:1][C:2]1[N:9]=[C:8]([CH3:10])[CH:7]=[CH:6][C:3]=1[C:4]#[N:5].[OH-].[K+].I[CH:14]([CH3:16])[CH3:15]. (2) Given the product [OH:43][CH:35]([CH2:36][N:37]1[CH2:38][CH2:39][CH2:40][CH2:41][CH2:42]1)[CH2:34][CH2:33][CH2:32][NH:31][C:8](=[O:30])[NH:9][C:10]1[S:14][N:13]=[C:12]([O:15][CH2:16][C:17]2[C:22]([F:23])=[CH:21][C:20]([CH3:24])=[C:19]([F:25])[C:18]=2[F:26])[C:11]=1[C:27]([NH2:28])=[O:29], predict the reactants needed to synthesize it. The reactants are: C1(O[C:8](=[O:30])[NH:9][C:10]2[S:14][N:13]=[C:12]([O:15][CH2:16][C:17]3[C:22]([F:23])=[CH:21][C:20]([CH3:24])=[C:19]([F:25])[C:18]=3[F:26])[C:11]=2[C:27](=[O:29])[NH2:28])C=CC=CC=1.[NH2:31][CH2:32][CH2:33][CH2:34][CH:35]([OH:43])[CH2:36][N:37]1[CH2:42][CH2:41][CH2:40][CH2:39][CH2:38]1.